From a dataset of Forward reaction prediction with 1.9M reactions from USPTO patents (1976-2016). Predict the product of the given reaction. Given the reactants [C:1]([C:3]1[CH:4]=[C:5]([CH2:10][C:11]([OH:13])=[O:12])[CH:6]=[CH:7][C:8]=1[F:9])#[N:2].[Si](C=[N+]=[N-])(C)(C)[CH3:15], predict the reaction product. The product is: [C:1]([C:3]1[CH:4]=[C:5]([CH2:10][C:11]([O:13][CH3:15])=[O:12])[CH:6]=[CH:7][C:8]=1[F:9])#[N:2].